Dataset: Reaction yield outcomes from USPTO patents with 853,638 reactions. Task: Predict the reaction yield, written as a fraction of the theoretical maximum amount of product (1.0 means a 100% yield; for example, 0.34 means a 34% yield). (1) The reactants are [NH2:1][C:2]1[O:3][CH2:4][C:5]2([N:21]=1)[C@@H:18]1[C@H:13]([CH2:14][CH2:15][CH:16]([OH:19])[CH2:17]1)[O:12][C:11]1[C:6]2=[CH:7][C:8](Br)=[CH:9][CH:10]=1.[CH3:22][C:23]1([CH3:39])[C:27]([CH3:29])([CH3:28])[O:26][B:25]([B:25]2[O:26][C:27]([CH3:29])([CH3:28])[C:23]([CH3:39])([CH3:22])[O:24]2)[O:24]1.CC([O-])=O.[K+]. The catalyst is CN(C=O)C.C1C=CC(P(C2C=CC=CC=2)[C-]2C=CC=C2)=CC=1.C1C=CC(P(C2C=CC=CC=2)[C-]2C=CC=C2)=CC=1.Cl[Pd]Cl.[Fe+2]. The product is [NH2:1][C:2]1[O:3][CH2:4][C:5]2([N:21]=1)[C@@H:18]1[C@H:13]([CH2:14][CH2:15][CH:16]([OH:19])[CH2:17]1)[O:12][C:11]1[C:6]2=[CH:7][C:8]([B:25]2[O:26][C:27]([CH3:29])([CH3:28])[C:23]([CH3:39])([CH3:22])[O:24]2)=[CH:9][CH:10]=1. The yield is 0.240. (2) The product is [Br:27][C:25]1[CH:24]=[CH:23][C:22]([O:28][CH2:29][C:30]2[CH:35]=[CH:34][CH:33]=[CH:32][CH:31]=2)=[C:21]([C:16]2[N:15]([C:7]3[CH:6]=[C:5]([CH:10]=[C:9]([C:11]([F:12])([F:13])[F:14])[CH:8]=3)[C:4]([OH:36])=[O:3])[C:19]([CH3:20])=[CH:18][CH:17]=2)[CH:26]=1. The catalyst is CCO. The yield is 0.860. The reactants are C([O:3][C:4](=[O:36])[C:5]1[CH:10]=[C:9]([C:11]([F:14])([F:13])[F:12])[CH:8]=[C:7]([N:15]2[C:19]([CH3:20])=[CH:18][CH:17]=[C:16]2[C:21]2[CH:26]=[C:25]([Br:27])[CH:24]=[CH:23][C:22]=2[O:28][CH2:29][C:30]2[CH:35]=[CH:34][CH:33]=[CH:32][CH:31]=2)[CH:6]=1)C.[OH-].[Na+]. (3) The catalyst is C(Cl)Cl.CN(C=O)C. The reactants are [C:1](Cl)(=O)[C:2]([Cl:4])=[O:3].[C:7]1(C(O)=O)[CH2:12][CH2:11]C[CH2:9][CH:8]=1. The yield is 1.00. The product is [C:1]1([C:2]([Cl:4])=[O:3])[CH2:11][CH2:12][CH2:7][CH2:8][CH:9]=1. (4) The reactants are [Br:1][C:2]1[C:3]([N:17]2[CH2:22][CH2:21][CH2:20][C@@H:19]([NH:23]C(=O)OC(C)(C)C)[CH2:18]2)=[C:4]2[C:10]([NH:11][C:12](=[O:16])[CH2:13][C:14]#[N:15])=[CH:9][NH:8][C:5]2=[N:6][CH:7]=1.C(O)(C(F)(F)F)=O.C(Cl)[Cl:39]. No catalyst specified. The product is [ClH:39].[NH2:23][C@@H:19]1[CH2:20][CH2:21][CH2:22][N:17]([C:3]2[C:2]([Br:1])=[CH:7][N:6]=[C:5]3[NH:8][CH:9]=[C:10]([NH:11][C:12](=[O:16])[CH2:13][C:14]#[N:15])[C:4]=23)[CH2:18]1. The yield is 0.740. (5) The reactants are S([O-])(O)(=O)=O.[Na+].[CH2:7]([O:11][CH2:12][CH2:13][CH2:14][CH2:15]OC=C)[CH:8]1[O:10][CH2:9]1.C(=O)([O-])[OH:20].[Na+]. The catalyst is O. The product is [CH2:7]([O:11][CH:12]([OH:20])[CH2:13][CH2:14][CH3:15])[CH:8]1[O:10][CH2:9]1. The yield is 0.940.